From a dataset of Forward reaction prediction with 1.9M reactions from USPTO patents (1976-2016). Predict the product of the given reaction. (1) The product is: [C:26]1([C:2]2[CH:7]=[CH:6][CH:5]=[C:4]([C:2]3[CH:7]=[CH:6][CH:5]=[CH:4][CH:3]=3)[C:3]=2[C:9]2[N:13]3[C:14]4[CH:15]=[CH:16][CH:17]=[CH:18][C:19]=4[C:20]4[CH:21]=[CH:22][CH:23]=[CH:24][C:25]=4[C:12]3=[N:11][CH:10]=2)[CH:31]=[CH:30][CH:29]=[CH:28][CH:27]=1. Given the reactants Cl[C:2]1[CH:7]=[CH:6][CH:5]=[C:4](Cl)[C:3]=1[C:9]1[N:13]2[C:14]3[CH:15]=[CH:16][CH:17]=[CH:18][C:19]=3[C:20]3[CH:21]=[CH:22][CH:23]=[CH:24][C:25]=3[C:12]2=[N:11][CH:10]=1.[CH:26]1(P([CH:26]2[CH2:31][CH2:30][CH2:29][CH2:28][CH2:27]2)C2C=CC=CC=2C2C(OC)=CC=CC=2OC)[CH2:31][CH2:30][CH2:29][CH2:28][CH2:27]1.[O-]P([O-])([O-])=O.[K+].[K+].[K+], predict the reaction product. (2) Given the reactants [OH:1][C@H:2]1[CH2:7][C@H:6]([CH3:8])[CH2:5][CH2:4][C@H:3]1[C:9]([OH:11])=[O:10].N1C=CC=CC=1.[C:18](OC(=O)C)(=[O:20])[CH3:19], predict the reaction product. The product is: [C:18]([O:1][C@H:2]1[CH2:7][C@H:6]([CH3:8])[CH2:5][CH2:4][C@H:3]1[C:9]([OH:11])=[O:10])(=[O:20])[CH3:19]. (3) Given the reactants Br[C:2]1[CH:7]=[CH:6][C:5]([C:8]2[CH:13]=[CH:12][CH:11]=[CH:10][CH:9]=2)=[C:4]([NH2:14])[CH:3]=1.[Br-].[CH2:16]([O:18][C:19](=[O:24])[CH2:20][CH2:21][CH2:22][Zn+])[CH3:17].C(OCC)C, predict the reaction product. The product is: [NH2:14][C:4]1[CH:3]=[C:2]([CH2:22][CH2:21][CH2:20][C:19]([O:18][CH2:16][CH3:17])=[O:24])[CH:7]=[CH:6][C:5]=1[C:8]1[CH:13]=[CH:12][CH:11]=[CH:10][CH:9]=1.